From a dataset of Forward reaction prediction with 1.9M reactions from USPTO patents (1976-2016). Predict the product of the given reaction. Given the reactants C(O[C:4]([C:6]1[N:11]=[CH:10][C:9]2[N:12]=[C:13]([N:15]([CH3:22])[C:16]3[CH:21]=[CH:20][CH:19]=[CH:18][CH:17]=3)[S:14][C:8]=2[C:7]=1[OH:23])=[O:5])C.[NH2:24][CH2:25][C:26]([OH:28])=[O:27], predict the reaction product. The product is: [OH:23][C:7]1[C:8]2[S:14][C:13]([N:15]([CH3:22])[C:16]3[CH:17]=[CH:18][CH:19]=[CH:20][CH:21]=3)=[N:12][C:9]=2[CH:10]=[N:11][C:6]=1[C:4]([NH:24][CH2:25][C:26]([OH:28])=[O:27])=[O:5].